Dataset: NCI-60 drug combinations with 297,098 pairs across 59 cell lines. Task: Regression. Given two drug SMILES strings and cell line genomic features, predict the synergy score measuring deviation from expected non-interaction effect. (1) Drug 1: C1CC(=O)NC(=O)C1N2CC3=C(C2=O)C=CC=C3N. Synergy scores: CSS=-0.850, Synergy_ZIP=2.76, Synergy_Bliss=3.31, Synergy_Loewe=-1.50, Synergy_HSA=-0.862. Drug 2: CS(=O)(=O)CCNCC1=CC=C(O1)C2=CC3=C(C=C2)N=CN=C3NC4=CC(=C(C=C4)OCC5=CC(=CC=C5)F)Cl. Cell line: MALME-3M. (2) Drug 1: C1=C(C(=O)NC(=O)N1)F. Drug 2: C1C(C(OC1N2C=C(C(=O)NC2=O)F)CO)O. Cell line: SF-268. Synergy scores: CSS=29.8, Synergy_ZIP=-11.4, Synergy_Bliss=-11.8, Synergy_Loewe=-6.70, Synergy_HSA=-4.39. (3) Cell line: CCRF-CEM. Drug 2: CC1C(C(CC(O1)OC2CC(CC3=C2C(=C4C(=C3O)C(=O)C5=C(C4=O)C(=CC=C5)OC)O)(C(=O)C)O)N)O.Cl. Synergy scores: CSS=52.2, Synergy_ZIP=4.42, Synergy_Bliss=5.79, Synergy_Loewe=-8.39, Synergy_HSA=6.50. Drug 1: CC(C1=C(C=CC(=C1Cl)F)Cl)OC2=C(N=CC(=C2)C3=CN(N=C3)C4CCNCC4)N. (4) Drug 1: CN1C2=C(C=C(C=C2)N(CCCl)CCCl)N=C1CCCC(=O)O.Cl. Drug 2: C(CC(=O)O)C(=O)CN.Cl. Cell line: UACC-257. Synergy scores: CSS=8.58, Synergy_ZIP=-2.26, Synergy_Bliss=-0.513, Synergy_Loewe=-0.183, Synergy_HSA=-0.287. (5) Drug 1: CC1OCC2C(O1)C(C(C(O2)OC3C4COC(=O)C4C(C5=CC6=C(C=C35)OCO6)C7=CC(=C(C(=C7)OC)O)OC)O)O. Drug 2: CC(C)CN1C=NC2=C1C3=CC=CC=C3N=C2N. Cell line: IGROV1. Synergy scores: CSS=17.6, Synergy_ZIP=-10.2, Synergy_Bliss=-3.68, Synergy_Loewe=-8.15, Synergy_HSA=-3.96.